From a dataset of Full USPTO retrosynthesis dataset with 1.9M reactions from patents (1976-2016). Predict the reactants needed to synthesize the given product. (1) Given the product [CH3:12][N:13]1[CH:17]([C:18]([O:20][CH3:21])=[O:19])[CH2:16][N:15]([CH:22]2[CH2:23][CH2:24][N:25]([C:28]([O:30][C:31]([CH3:33])([CH3:32])[CH3:34])=[O:29])[CH2:26][CH2:27]2)[C:14]1=[O:35], predict the reactants needed to synthesize it. The reactants are: CN1C(C(OC)=O)CNC1=O.[CH3:12][N:13]1[CH:17]([C:18]([O:20][CH3:21])=[O:19])[CH2:16][N:15]([C:22]2[CH2:23][CH2:24][N:25]([C:28]([O:30][C:31]([CH3:34])([CH3:33])[CH3:32])=[O:29])[CH2:26][CH:27]=2)[C:14]1=[O:35]. (2) Given the product [CH3:1][S:2][C:3]1[CH:4]=[CH:5][C:6]([CH:9]([CH2:15][CH:16]2[CH2:21][CH2:20][O:19][CH2:18][CH2:17]2)[C:10]([O:12][CH2:13][CH3:14])=[O:11])=[N:7][CH:8]=1, predict the reactants needed to synthesize it. The reactants are: [CH3:1][S:2][C:3]1[CH:4]=[CH:5][C:6]([C:9](=[CH:15][CH:16]2[CH2:21][CH2:20][O:19][CH2:18][CH2:17]2)[C:10]([O:12][CH2:13][CH3:14])=[O:11])=[N:7][CH:8]=1.[BH4-].[Na+].[Cl-].[NH4+]. (3) Given the product [C:1]([NH:5][C:6](=[O:35])[C:7]1[CH:12]=[CH:11][CH:10]=[C:9]([O:13][C:14]2[CH:19]=[CH:18][C:17]([NH:20][C:21]3[C:31]4[CH:30]=[C:29]([CH2:32][NH:39][CH2:38][C:37]([F:41])([F:40])[F:36])[CH2:28][CH2:27][NH:26][C:25]=4[N:24]=[CH:23][N:22]=3)=[CH:16][C:15]=2[Cl:34])[CH:8]=1)([CH3:4])([CH3:2])[CH3:3], predict the reactants needed to synthesize it. The reactants are: [C:1]([NH:5][C:6](=[O:35])[C:7]1[CH:12]=[CH:11][CH:10]=[C:9]([O:13][C:14]2[CH:19]=[CH:18][C:17]([NH:20][C:21]3[C:31]4[CH:30]=[C:29]([CH:32]=O)[CH2:28][CH2:27][NH:26][C:25]=4[N:24]=[CH:23][N:22]=3)=[CH:16][C:15]=2[Cl:34])[CH:8]=1)([CH3:4])([CH3:3])[CH3:2].[F:36][C:37]([F:41])([F:40])[CH2:38][NH2:39].C(O[BH-](OC(=O)C)OC(=O)C)(=O)C.[Na+]. (4) The reactants are: COC(=O)C1C=CC=C(N[C:11](=[O:38])[CH2:12][N:13]2[N:19]=[C:18]([CH:20]3[CH2:25][CH2:24][CH2:23][CH2:22][CH2:21]3)[C:17]3[CH:26]=[CH:27][CH:28]=[CH:29][C:16]=3[N:15]([CH2:30][C:31](=[O:36])[C:32]([CH3:35])([CH3:34])[CH3:33])[C:14]2=[O:37])C=1.[CH2:40]([O:42]C(C1SC=C(C2C=CC=C(N)C=2)N=1)=O)[CH3:41]. Given the product [CH2:40]([O:42][C:11](=[O:38])[CH2:12][N:13]1[N:19]=[C:18]([CH:20]2[CH2:21][CH2:22][CH2:23][CH2:24][CH2:25]2)[C:17]2[CH:26]=[CH:27][CH:28]=[CH:29][C:16]=2[N:15]([CH2:30][C:31](=[O:36])[C:32]([CH3:34])([CH3:33])[CH3:35])[C:14]1=[O:37])[CH3:41], predict the reactants needed to synthesize it. (5) Given the product [CH2:31]([N:11]1[C:12]([C:13](=[O:30])[NH:14][C:15]2[CH:20]=[CH:19][N:18]3[CH:21]=[C:22]([C:24]4[CH:29]=[CH:28][CH:27]=[CH:26][CH:25]=4)[N:23]=[C:17]3[CH:16]=2)=[C:8]([C:6]([OH:7])=[O:5])[CH:9]=[N:10]1)[CH3:32], predict the reactants needed to synthesize it. The reactants are: [OH-].[K+].C([O:5][C:6]([C:8]1[CH:9]=[N:10][N:11]([CH2:31][CH3:32])[C:12]=1[C:13](=[O:30])[NH:14][C:15]1[CH:20]=[CH:19][N:18]2[CH:21]=[C:22]([C:24]3[CH:29]=[CH:28][CH:27]=[CH:26][CH:25]=3)[N:23]=[C:17]2[CH:16]=1)=[O:7])C.